From a dataset of Peptide-MHC class I binding affinity with 185,985 pairs from IEDB/IMGT. Regression. Given a peptide amino acid sequence and an MHC pseudo amino acid sequence, predict their binding affinity value. This is MHC class I binding data. (1) The binding affinity (normalized) is 0.412. The peptide sequence is IAAPNMIAV. The MHC is HLA-B46:01 with pseudo-sequence HLA-B46:01. (2) The binding affinity (normalized) is 0.417. The peptide sequence is MVIKWIHER. The MHC is HLA-A29:02 with pseudo-sequence HLA-A29:02. (3) The peptide sequence is NPLFHGGEPI. The MHC is HLA-B07:02 with pseudo-sequence HLA-B07:02. The binding affinity (normalized) is 0.808. (4) The peptide sequence is GILKKLSSIK. The MHC is HLA-A33:01 with pseudo-sequence HLA-A33:01. The binding affinity (normalized) is 0. (5) The peptide sequence is GLYEAIEEC. The MHC is HLA-A01:01 with pseudo-sequence HLA-A01:01. The binding affinity (normalized) is 0.0847. (6) The peptide sequence is EMCEDTVTY. The MHC is HLA-A26:01 with pseudo-sequence HLA-A26:01. The binding affinity (normalized) is 0.236. (7) The binding affinity (normalized) is 0.921. The MHC is H-2-Ld with pseudo-sequence H-2-Ld. The peptide sequence is IPMSIISFF. (8) The peptide sequence is GSAKELHAV. The MHC is Mamu-B1001 with pseudo-sequence Mamu-B1001. The binding affinity (normalized) is 0. (9) The peptide sequence is KQWGWFALL. The MHC is HLA-B35:01 with pseudo-sequence HLA-B35:01. The binding affinity (normalized) is 0.0847.